Task: Predict the product of the given reaction.. Dataset: Forward reaction prediction with 1.9M reactions from USPTO patents (1976-2016) (1) Given the reactants [CH3:1][C:2]1[CH:3]=[C:4]2[C:9](=[CH:10][CH:11]=1)[N:8]=[C:7](Cl)[N:6]=[C:5]2Cl.[NH2:14][C:15]1[CH:22]=[CH:21][C:18]([CH2:19][NH2:20])=[CH:17][CH:16]=1.[Cl:23][C:24]1[CH:25]=[C:26]([CH:30]=[CH:31][C:32]=1[Cl:33])[C:27](Cl)=[O:28].[CH3:34][NH2:35], predict the reaction product. The product is: [Cl:23][C:24]1[CH:25]=[C:26]([CH:30]=[CH:31][C:32]=1[Cl:33])[C:27]([NH:14][C:15]1[CH:22]=[CH:21][C:18]([CH2:19][NH:20][C:5]2[C:4]3[C:9](=[CH:10][CH:11]=[C:2]([CH3:1])[CH:3]=3)[N:8]=[C:7]([NH:35][CH3:34])[N:6]=2)=[CH:17][CH:16]=1)=[O:28]. (2) Given the reactants [NH2:1][C:2]1[S:3][C:4]([C:10]2[CH:15]=[CH:14][C:13]([Cl:16])=[CH:12][CH:11]=2)=[CH:5][C:6]=1[C:7]([NH2:9])=[O:8].Br[C:18]1[N:23]=[C:22]([C:24]([OH:28])([CH3:27])[CH2:25][OH:26])[CH:21]=[CH:20][CH:19]=1, predict the reaction product. The product is: [Cl:16][C:13]1[CH:14]=[CH:15][C:10]([C:4]2[S:3][C:2]([NH:1][C:18]3[CH:19]=[CH:20][CH:21]=[C:22]([C:24]([OH:28])([CH3:27])[CH2:25][OH:26])[N:23]=3)=[C:6]([C:7]([NH2:9])=[O:8])[CH:5]=2)=[CH:11][CH:12]=1. (3) The product is: [NH2:1][C:4]1[CH:12]=[CH:11][CH:10]=[C:9]2[C:5]=1[C:6](=[O:22])[N:7]([CH2:14][C:15]([O:17][C:18]([CH3:20])([CH3:19])[CH3:21])=[O:16])[C:8]2=[O:13]. Given the reactants [N+:1]([C:4]1[CH:12]=[CH:11][CH:10]=[C:9]2[C:5]=1[C:6](=[O:22])[N:7]([CH2:14][C:15]([O:17][C:18]([CH3:21])([CH3:20])[CH3:19])=[O:16])[C:8]2=[O:13])([O-])=O, predict the reaction product. (4) Given the reactants Br[C:2]1[CH:11]=[C:10]2[C:5]([C:6]([N:12]3[CH2:17][CH2:16][N:15]([C:18]([O:20][C:21]([CH3:24])([CH3:23])[CH3:22])=[O:19])[CH2:14][CH2:13]3)=[N:7][CH:8]=[N:9]2)=[CH:4][C:3]=1[Cl:25].[B:26]1(B2OC(C)(C)C(C)(C)O2)[O:30]C(C)(C)C(C)(C)[O:27]1.C([O-])(=O)C.[K+], predict the reaction product. The product is: [C:21]([O:20][C:18]([N:15]1[CH2:16][CH2:17][N:12]([C:6]2[C:5]3[C:10](=[CH:11][C:2]([B:26]([OH:30])[OH:27])=[C:3]([Cl:25])[CH:4]=3)[N:9]=[CH:8][N:7]=2)[CH2:13][CH2:14]1)=[O:19])([CH3:24])([CH3:23])[CH3:22]. (5) Given the reactants C(OC([S:6][C:7]1[CH:12]=[C:11]([F:13])[CH:10]=[C:9]([F:14])[CH:8]=1)=S)C.[OH-].[K+], predict the reaction product. The product is: [F:13][C:11]1[CH:12]=[C:7]([SH:6])[CH:8]=[C:9]([F:14])[CH:10]=1.